Dataset: Forward reaction prediction with 1.9M reactions from USPTO patents (1976-2016). Task: Predict the product of the given reaction. (1) Given the reactants [Br:1][C:2]1[CH:7]=[C:6]([CH3:8])[CH:5]=[C:4]([N+:9]([O-:11])=[O:10])[C:3]=1[OH:12].C([O-])([O-])=O.[K+].[K+].[CH2:19](Br)[CH:20]=[CH2:21], predict the reaction product. The product is: [CH2:21]([O:12][C:3]1[C:4]([N+:9]([O-:11])=[O:10])=[CH:5][C:6]([CH3:8])=[CH:7][C:2]=1[Br:1])[CH:20]=[CH2:19]. (2) The product is: [NH2:28]/[C:29](=[N:34]\[O:18][C:17]([C:6]1[C:7]2[C:11]([CH3:12])([CH3:13])[O:10][C:9]([CH3:14])([CH3:15])[C:8]=2[S:16][C:5]=1[NH:4][C:1](=[O:3])[CH3:2])=[O:19])/[CH:30]1[CH2:32][CH2:31]1. Given the reactants [C:1]([NH:4][C:5]1[S:16][C:8]2[C:9]([CH3:15])([CH3:14])[O:10][C:11]([CH3:13])([CH3:12])[C:7]=2[C:6]=1[C:17]([OH:19])=[O:18])(=[O:3])[CH3:2].CN(C(O[N:28]1N=N[C:30]2[CH:31]=[CH:32]C=[N:34][C:29]1=2)=[N+](C)C)C.F[P-](F)(F)(F)(F)F.CCN(C(C)C)C(C)C.O/N=C(/C1CC1)\N.[NH4+].[Cl-], predict the reaction product. (3) Given the reactants [CH3:1][C:2]1[S:6][C:5]([NH:7][S:8]([C:11]2[CH:16]=[CH:15][C:14]([NH:17]C(=O)C)=[CH:13][CH:12]=2)(=[O:10])=[O:9])=[N:4][N:3]=1.C([O-])([O-])=O.[Na+].[Na+], predict the reaction product. The product is: [NH2:17][C:14]1[CH:15]=[CH:16][C:11]([S:8]([NH:7][C:5]2[S:6][C:2]([CH3:1])=[N:3][N:4]=2)(=[O:10])=[O:9])=[CH:12][CH:13]=1.